Task: Binary Classification. Given a T-cell receptor sequence (or CDR3 region) and an epitope sequence, predict whether binding occurs between them.. Dataset: TCR-epitope binding with 47,182 pairs between 192 epitopes and 23,139 TCRs (1) The epitope is KLSYGIATV. The TCR CDR3 sequence is CASSLVAGAPFLSYEQYF. Result: 1 (the TCR binds to the epitope). (2) The epitope is PROT_97E67BCC. The TCR CDR3 sequence is CASSPTVNTYEQYF. Result: 1 (the TCR binds to the epitope).